Task: Predict the product of the given reaction.. Dataset: Forward reaction prediction with 1.9M reactions from USPTO patents (1976-2016) (1) Given the reactants [C:1]([CH2:8][N:9]1[CH2:22][CH2:21][CH2:20][NH:19][CH2:18][CH2:17][N:16]([CH2:23][C:24]([O:26]C(C)(C)C)=[O:25])[CH2:15][CH2:14][CH2:13][N:12]([CH2:31][C:32]2[CH:37]=[CH:36][C:35]([NH2:38])=[CH:34][CH:33]=2)[CH2:11][CH2:10]1)([O:3]C(C)(C)C)=[O:2].[C:39](Cl)(Cl)=[S:40], predict the reaction product. The product is: [C:1]([CH2:8][N:9]1[CH2:22][CH2:21][CH2:20][NH:19][CH2:18][CH2:17][N:16]([CH2:23][C:24]([OH:26])=[O:25])[CH2:15][CH2:14][CH2:13][N:12]([CH2:31][C:32]2[CH:33]=[CH:34][C:35]([N:38]=[C:39]=[S:40])=[CH:36][CH:37]=2)[CH2:11][CH2:10]1)([OH:3])=[O:2]. (2) Given the reactants [H-].[Na+].[CH2:3]([O:5][C:6](=[O:20])[CH2:7][C:8]1[N:9]([C:13]2[C:18]([F:19])=[CH:17][CH:16]=[CH:15][N:14]=2)[N:10]=[CH:11][CH:12]=1)[CH3:4].[I:21][C:22]1[C:27]([CH2:28][CH2:29][CH3:30])=[C:26](I)[N:25]=[CH:24][N:23]=1.O, predict the reaction product. The product is: [CH2:3]([O:5][C:6](=[O:20])[CH:7]([C:8]1[N:9]([C:13]2[C:18]([F:19])=[CH:17][CH:16]=[CH:15][N:14]=2)[N:10]=[CH:11][CH:12]=1)[C:26]1[C:27]([CH2:28][CH2:29][CH3:30])=[C:22]([I:21])[N:23]=[CH:24][N:25]=1)[CH3:4]. (3) The product is: [F:1][C:2]1[CH:3]=[N+:4]([O-:13])[C:5]2[CH:6]=[CH:7][C:8](=[O:12])[N:9]([CH2:22][CH:21]=[CH2:20])[C:10]=2[CH:11]=1. Given the reactants [F:1][C:2]1[CH:3]=[N+:4]([O-:13])[C:5]2[CH:6]=[CH:7][C:8](=[O:12])[NH:9][C:10]=2[CH:11]=1.C(=O)([O-])[O-].[K+].[K+].[CH2:20](I)[CH:21]=[CH2:22], predict the reaction product. (4) Given the reactants [CH3:1][O:2][C:3]([CH:5]1[CH2:10][CH:9]2[CH2:11][CH:6]1[C:7](=[O:12])[O:8]2)=[O:4].[NH2:13][C@H:14]([C:18]([O:20][C:21]([CH3:24])([CH3:23])[CH3:22])=[O:19])[CH2:15][CH2:16][CH3:17].CCN(C(C)C)C(C)C.OC1C=CC=CN=1, predict the reaction product. The product is: [CH3:1][O:2][C:3]([C@@H:5]1[CH2:10][C@@H:9]([OH:8])[CH2:11][C@H:6]1[C:7](=[O:12])[NH:13][C@H:14]([C:18]([O:20][C:21]([CH3:22])([CH3:24])[CH3:23])=[O:19])[CH2:15][CH2:16][CH3:17])=[O:4]. (5) Given the reactants [NH2:1][OH:2].[CH2:3]([N:10]1[CH:15]2[CH2:16][CH2:17][CH:11]1[CH2:12][C:13](=O)[CH2:14]2)[C:4]1[CH:9]=[CH:8][CH:7]=[CH:6][CH:5]=1, predict the reaction product. The product is: [CH2:3]([N:10]1[CH:15]2[CH2:16][CH2:17][CH:11]1[CH2:12][C:13](=[N:1][OH:2])[CH2:14]2)[C:4]1[CH:9]=[CH:8][CH:7]=[CH:6][CH:5]=1. (6) Given the reactants [F:1][C:2]1[CH:3]=[CH:4][C:5]([O:11][C:12]2[CH:17]=[CH:16][C:15]([F:18])=[CH:14][CH:13]=2)=[C:6]([CH:10]=1)[C:7]([OH:9])=O.Cl.[NH2:20][CH2:21][C:22]1[CH:31]=[CH:30][C:25]([C:26]([O:28]C)=[O:27])=[CH:24][CH:23]=1, predict the reaction product. The product is: [F:1][C:2]1[CH:3]=[CH:4][C:5]([O:11][C:12]2[CH:17]=[CH:16][C:15]([F:18])=[CH:14][CH:13]=2)=[C:6]([CH:10]=1)[C:7]([NH:20][CH2:21][C:22]1[CH:23]=[CH:24][C:25]([C:26]([OH:28])=[O:27])=[CH:30][CH:31]=1)=[O:9].